Dataset: Full USPTO retrosynthesis dataset with 1.9M reactions from patents (1976-2016). Task: Predict the reactants needed to synthesize the given product. Given the product [CH3:3][N:4](/[CH:12]=[N:27]/[C:25]([C:5]1[N:4]([CH2:3][O:2][CH3:1])[C:12]2[C:7]([CH:6]=1)=[CH:8][CH:9]=[CH:10][C:11]=2[N:13]([CH2:22][O:23][CH3:24])[S:14]([C:17]1[S:18][CH:19]=[CH:20][CH:21]=1)(=[O:16])=[O:15])=[O:26])[CH3:5], predict the reactants needed to synthesize it. The reactants are: [CH3:1][O:2][CH2:3][N:4]1[C:12]2[C:7](=[CH:8][CH:9]=[CH:10][C:11]=2[N:13]([CH2:22][O:23][CH3:24])[S:14]([C:17]2[S:18][CH:19]=[CH:20][CH:21]=2)(=[O:16])=[O:15])[CH:6]=[C:5]1[C:25]([NH2:27])=[O:26].C(OC(C)C)(C)C.